This data is from Reaction yield outcomes from USPTO patents with 853,638 reactions. The task is: Predict the reaction yield, written as a fraction of the theoretical maximum amount of product (1.0 means a 100% yield; for example, 0.34 means a 34% yield). (1) The reactants are [CH:1]1([CH2:4][O:5][C:6]2[C:7](I)=[N:8][C:9]([S:12]([CH2:15][CH3:16])(=[O:14])=[O:13])=[CH:10][CH:11]=2)[CH2:3][CH2:2]1.[CH3:18][N:19]1[CH:28]=[C:27](B2OC(C)(C)C(C)(C)O2)[C:26]2[C:21](=[CH:22][CH:23]=[CH:24][CH:25]=2)[C:20]1=[O:38].[O-]P([O-])([O-])=O.[K+].[K+].[K+]. The catalyst is O1CCOCC1.O.C1C=CC(P(C2C=CC=CC=2)[C-]2C=CC=C2)=CC=1.C1C=CC(P(C2C=CC=CC=2)[C-]2C=CC=C2)=CC=1.Cl[Pd]Cl.[Fe+2]. The product is [CH:1]1([CH2:4][O:5][C:6]2[C:7]([C:27]3[C:26]4[C:21](=[CH:22][CH:23]=[CH:24][CH:25]=4)[C:20](=[O:38])[N:19]([CH3:18])[CH:28]=3)=[N:8][C:9]([S:12]([CH2:15][CH3:16])(=[O:14])=[O:13])=[CH:10][CH:11]=2)[CH2:3][CH2:2]1. The yield is 0.320. (2) The reactants are Cl.Cl.[NH:3]1[C:11]2[C:6](=[CH:7][C:8]([C@H:12]([NH2:14])[CH3:13])=[CH:9][CH:10]=2)[CH:5]=[N:4]1.[F:15][C:16]([F:34])([F:33])[C:17]([C:20]1[CH:29]=[CH:28][C:27]2[CH2:26][C@H:25]([C:30](O)=[O:31])[CH2:24][CH2:23][C:22]=2[N:21]=1)([CH3:19])[CH3:18].C(N(CC)C(C)C)(C)C.F[P-](F)(F)(F)(F)F.C[N+](C)=C(N(C)C)ON1C2N=CC=CC=2N=N1. The catalyst is CN1C(=O)CCC1. The product is [NH:3]1[C:11]2[C:6](=[CH:7][C:8]([C@H:12]([NH:14][C:30]([CH:25]3[CH2:24][CH2:23][C:22]4[N:21]=[C:20]([C:17]([CH3:19])([CH3:18])[C:16]([F:34])([F:33])[F:15])[CH:29]=[CH:28][C:27]=4[CH2:26]3)=[O:31])[CH3:13])=[CH:9][CH:10]=2)[CH:5]=[N:4]1. The yield is 0.760. (3) The reactants are [C:1]([C:5]1[CH:10]=[CH:9][C:8]([C:11]2[N:15]=[C:14]([C:16]3[N:20]=[C:19]([CH3:21])[N:18]([CH2:22][C:23]4[CH:28]=[CH:27][N:26]=[C:25](Cl)[CH:24]=4)[N:17]=3)[O:13][N:12]=2)=[CH:7][CH:6]=1)([CH3:4])([CH3:3])[CH3:2].[CH3:30][N:31]1[CH2:36][CH2:35][NH:34][CH2:33][CH2:32]1. The catalyst is CS(C)=O. The product is [C:1]([C:5]1[CH:10]=[CH:9][C:8]([C:11]2[N:15]=[C:14]([C:16]3[N:20]=[C:19]([CH3:21])[N:18]([CH2:22][C:23]4[CH:28]=[CH:27][N:26]=[C:25]([N:34]5[CH2:35][CH2:36][N:31]([CH3:30])[CH2:32][CH2:33]5)[CH:24]=4)[N:17]=3)[O:13][N:12]=2)=[CH:7][CH:6]=1)([CH3:4])([CH3:3])[CH3:2]. The yield is 0.220. (4) The reactants are C([N:3]([CH2:6][CH3:7])CC)C.[C:8]1([C:14]2[CH:18]=[C:17](NC3C=CC=CC=3)[NH:16][N:15]=2)[CH:13]=[CH:12][CH:11]=[CH:10][CH:9]=1.[Cl:26][C:27]1[CH:32]=[CH:31][C:30]([N:33]=[C:34]=[O:35])=[CH:29][C:28]=1[C:36]([F:39])([F:38])[F:37]. The catalyst is C(#N)C. The product is [Cl:26][C:27]1[CH:32]=[CH:31][C:30]([NH:33][C:34]([NH:3][C:6]2[CH:7]=[CH:10][C:9]([C:17]3[CH:18]=[C:14]([C:8]4[CH:9]=[CH:10][CH:11]=[CH:12][CH:13]=4)[NH:15][N:16]=3)=[CH:8][CH:13]=2)=[O:35])=[CH:29][C:28]=1[C:36]([F:37])([F:38])[F:39]. The yield is 0.160.